From a dataset of Retrosynthesis with 50K atom-mapped reactions and 10 reaction types from USPTO. Predict the reactants needed to synthesize the given product. (1) Given the product CC(C)(C)OC(=O)NCc1cccs1, predict the reactants needed to synthesize it. The reactants are: CC(C)(C)OC(=O)OC(=O)OC(C)(C)C.NCc1cccs1. (2) Given the product CC(C)n1c(=O)[nH]c2c(N)nc(-c3nn(Cc4ccccc4F)c4ncccc34)nc21, predict the reactants needed to synthesize it. The reactants are: CC(C)I.Nc1nc(-c2nn(Cc3ccccc3F)c3ncccc23)nc2[nH]c(=O)[nH]c12. (3) Given the product NC(=O)CC1CC2(CCN(C(=O)/C=C/c3ccccc3C(F)(F)F)CC2)c2cc(F)ccc21, predict the reactants needed to synthesize it. The reactants are: N.O=C(O)CC1CC2(CCN(C(=O)/C=C/c3ccccc3C(F)(F)F)CC2)c2cc(F)ccc21. (4) Given the product O=[N+]([O-])c1ccc(OC2CCCC2)nc1, predict the reactants needed to synthesize it. The reactants are: O=[N+]([O-])c1ccc(Cl)nc1.OC1CCCC1. (5) Given the product CCn1c(CBr)c(Cl)c(=O)n1-c1ccc(Cl)cc1, predict the reactants needed to synthesize it. The reactants are: CCn1c(C)c(Cl)c(=O)n1-c1ccc(Cl)cc1.O=C1CCC(=O)N1Br. (6) Given the product Fc1ccc(Nc2ncnc3ccc(-n4ccnc4)cc23)cc1F, predict the reactants needed to synthesize it. The reactants are: Clc1ncnc2ccc(-n3ccnc3)cc12.Nc1ccc(F)c(F)c1. (7) Given the product O=C(C[N+]12CCC(CC1)[C@@H](OC(=O)C1(c3cccs3)CCCCCC1)C2)Nc1cccc(F)c1, predict the reactants needed to synthesize it. The reactants are: O=C(CBr)Nc1cccc(F)c1.O=C(O[C@H]1CN2CCC1CC2)C1(c2cccs2)CCCCCC1. (8) Given the product O=C(Cn1ccc(OCc2ccccc2)cc1=O)c1ccc2c(c1)CN(C(=O)C(F)(F)F)C2, predict the reactants needed to synthesize it. The reactants are: O=C(CCl)c1ccc2c(c1)CN(C(=O)C(F)(F)F)C2.O=c1cc(OCc2ccccc2)cc[nH]1. (9) Given the product CC(=O)Nc1ccc(NC(=S)NC(C)C(C)(C)C)cn1, predict the reactants needed to synthesize it. The reactants are: CC(=O)Nc1ccc(N)cn1.CC(N=C=S)C(C)(C)C.